Dataset: Forward reaction prediction with 1.9M reactions from USPTO patents (1976-2016). Task: Predict the product of the given reaction. (1) Given the reactants [N:1]([C@@H:4]([C@@H:19]([C:23]1[CH:28]=[CH:27][C:26]([Cl:29])=[CH:25][CH:24]=1)[CH:20]([CH3:22])[CH3:21])[C:5](N1[C@@H](C2C=CC=CC=2)COC1=O)=[O:6])=[N+:2]=[N-:3].[OH:30]O.[Li+].[OH-], predict the reaction product. The product is: [N:1]([C@@H:4]([C@@H:19]([C:23]1[CH:28]=[CH:27][C:26]([Cl:29])=[CH:25][CH:24]=1)[CH:20]([CH3:22])[CH3:21])[C:5]([OH:6])=[O:30])=[N+:2]=[N-:3]. (2) Given the reactants [CH3:1][C:2]1[C:7]([CH3:8])=[CH:6][CH:5]=[CH:4][C:3]=1[OH:9].C1C(=O)N([Br:17])C(=O)C1, predict the reaction product. The product is: [Br:17][C:6]1[CH:5]=[CH:4][C:3]([OH:9])=[C:2]([CH3:1])[C:7]=1[CH3:8]. (3) The product is: [CH2:1]([O:8][C:24]1[N:25]=[N:26][C:21](/[CH:20]=[CH:19]/[C:14]2[CH:15]=[C:16]([F:18])[CH:17]=[C:12]([F:11])[CH:13]=2)=[CH:22][C:23]=1[O:30][CH2:29][C:31]1[CH:32]=[CH:33][CH:34]=[CH:28][CH:37]=1)[C:2]1[CH:7]=[CH:6][CH:5]=[CH:4][CH:3]=1. Given the reactants [CH2:1]([OH:8])[C:2]1[CH:7]=[CH:6][CH:5]=[CH:4][CH:3]=1.[H-].[Na+].[F:11][C:12]1[CH:13]=[C:14](/[CH:19]=[CH:20]/[C:21]2[N:26]=[N:25][C:24]3O[C:28]4[CH:34]=[CH:33][CH:32]=[CH:31][C:29]=4[O:30][C:23]=3[CH:22]=2)[CH:15]=[C:16]([F:18])[CH:17]=1.O.O1CCC[CH2:37]1, predict the reaction product. (4) Given the reactants Cl.[CH:2]1([N:5]2[CH:9]=[C:8]([NH2:10])[N:7]=[CH:6]2)[CH2:4][CH2:3]1.C(N(CC)CC)C.[Cl:18][C:19]1[N:24]=[C:23](Cl)[N:22]=[C:21]([Cl:26])[N:20]=1, predict the reaction product. The product is: [Cl:18][C:19]1[N:20]=[C:21]([Cl:26])[N:22]=[C:23]([NH:10][C:8]2[N:7]=[CH:6][N:5]([CH:2]3[CH2:4][CH2:3]3)[CH:9]=2)[N:24]=1. (5) Given the reactants [OH-].[Li+].[C:3]([O:7][C:8]([N:10]([O:29][C:30]([O:32][C:33]([CH3:36])([CH3:35])[CH3:34])=[O:31])[C:11]1([CH3:28])[C:15](=[O:16])[N:14]([CH3:17])[N:13]=[C:12]1[C:18]1[CH:27]=[CH:26][C:21]([C:22]([O:24]C)=[O:23])=[CH:20][CH:19]=1)=[O:9])([CH3:6])([CH3:5])[CH3:4], predict the reaction product. The product is: [C:3]([O:7][C:8]([N:10]([O:29][C:30]([O:32][C:33]([CH3:36])([CH3:35])[CH3:34])=[O:31])[C:11]1([CH3:28])[C:15](=[O:16])[N:14]([CH3:17])[N:13]=[C:12]1[C:18]1[CH:27]=[CH:26][C:21]([C:22]([OH:24])=[O:23])=[CH:20][CH:19]=1)=[O:9])([CH3:6])([CH3:4])[CH3:5]. (6) Given the reactants O1CCCC1.C([O:10][C:11](=[O:58])[CH2:12][N:13](C(OC(C)(C)C)=O)[C:14]1[CH:19]=[CH:18][CH:17]=[C:16]([CH:20]([CH2:31][C:32]2[CH:37]=[CH:36][C:35]([N:38]([C:45]3[CH:50]=[CH:49][CH:48]=[CH:47][CH:46]=3)[C:39]3[CH:44]=[CH:43][CH:42]=[CH:41][CH:40]=3)=[CH:34][CH:33]=2)[NH:21][S:22]([C:25]2[CH:26]=[N:27][CH:28]=[CH:29][CH:30]=2)(=[O:24])=[O:23])[N:15]=1)(C)(C)C.Cl, predict the reaction product. The product is: [C:45]1([N:38]([C:39]2[CH:44]=[CH:43][CH:42]=[CH:41][CH:40]=2)[C:35]2[CH:36]=[CH:37][C:32]([CH2:31][CH:20]([NH:21][S:22]([C:25]3[CH:26]=[N:27][CH:28]=[CH:29][CH:30]=3)(=[O:24])=[O:23])[C:16]3[N:15]=[C:14]([NH:13][CH2:12][C:11]([OH:58])=[O:10])[CH:19]=[CH:18][CH:17]=3)=[CH:33][CH:34]=2)[CH:46]=[CH:47][CH:48]=[CH:49][CH:50]=1. (7) Given the reactants Cl[C:2]1[N:7]([CH2:8][C:9]2[CH:14]=[CH:13][C:12]([O:15][CH3:16])=[CH:11][CH:10]=2)[C:6](=[O:17])[N:5]([CH3:18])[C:4](=[O:19])[CH:3]=1.CC(O)C.O.[NH2:25][NH2:26].C(OC(C)C)(=O)C, predict the reaction product. The product is: [NH:25]([C:2]1[N:7]([CH2:8][C:9]2[CH:14]=[CH:13][C:12]([O:15][CH3:16])=[CH:11][CH:10]=2)[C:6](=[O:17])[N:5]([CH3:18])[C:4](=[O:19])[CH:3]=1)[NH2:26].